From a dataset of Full USPTO retrosynthesis dataset with 1.9M reactions from patents (1976-2016). Predict the reactants needed to synthesize the given product. (1) Given the product [CH3:1][N:2]1[C:10]2[C:5](=[CH:6][C:7]([CH:11]=[O:12])=[CH:8][CH:9]=2)[C:4]([Cl:13])=[CH:3]1, predict the reactants needed to synthesize it. The reactants are: [CH3:1][N:2]1[C:10]2[C:5](=[CH:6][C:7]([CH:11]=[O:12])=[CH:8][CH:9]=2)[CH:4]=[CH:3]1.[Cl:13]N1C(=O)CCC1=O. (2) Given the product [Cl:25][C:26]1[CH:27]=[C:28]2[C:32](=[C:33]([Cl:35])[CH:34]=1)[N:31]([CH2:36][CH2:37][CH3:38])[C:30](=[O:39])[C:29]2([OH:40])[CH2:14][C:15]([C:16]1[CH:21]=[CH:20][CH:19]=[C:18]([O:55][CH3:47])[N:17]=1)=[O:22], predict the reactants needed to synthesize it. The reactants are: C(N1C2C(=CC=CC=2)C(O)([CH2:14][C:15](=[O:22])[C:16]2[CH:21]=[CH:20][CH:19]=[CH:18][N:17]=2)C1=O)CCC.[Cl:25][C:26]1[CH:27]=[C:28]2[C:32](=[C:33]([Cl:35])[CH:34]=1)[N:31]([CH2:36][CH2:37][CH3:38])[C:30](=[O:39])[C:29]2=[O:40].C(N1C2C(=CC(C)=CC=2)[C:47](=[O:55])C1=O)C(C)C. (3) Given the product [C:24]12([C:17]3[CH:18]=[CH:19][C:20]4[C:21]5[C:13](=[CH:12][C:11]([C:1]67[CH2:10][CH:5]8[CH2:6][CH:7]([CH2:9][CH:3]([CH2:4]8)[CH2:2]6)[CH2:8]7)=[CH:23][CH:22]=5)[C:14]([C:37]5[C:36]([C:35]([OH:43])=[O:42])=[CH:41][CH:40]=[CH:39][CH:38]=5)([C:41]5[C:36]([C:35]([OH:43])=[O:42])=[CH:37][CH:38]=[CH:39][CH:40]=5)[C:15]=4[CH:16]=3)[CH2:31][CH:30]3[CH2:32][CH:26]([CH2:27][CH:28]([CH2:29]3)[CH2:33]1)[CH2:25]2, predict the reactants needed to synthesize it. The reactants are: [C:1]12([C:11]3[C:12](=O)[C:13]4[C:21](=[CH:22][CH:23]=3)[C:20]3[C:15](=[CH:16][C:17]([C:24]56[CH2:33][CH:28]7[CH2:29][CH:30]([CH2:32][CH:26]([CH2:27]7)[CH2:25]5)[CH2:31]6)=[CH:18][CH:19]=3)[CH:14]=4)[CH2:10][CH:5]3[CH2:6][CH:7]([CH2:9][CH:3]([CH2:4]3)[CH2:2]1)[CH2:8]2.[C:35]([OH:43])(=[O:42])[C:36]1[CH:41]=[CH:40][CH:39]=[CH:38][CH:37]=1.CS(O)(=O)=O.O=P12OP3(OP(OP(O3)(O1)=O)(=O)O2)=O. (4) Given the product [I:22][C:4]1[CH:3]=[CH:2][C:1]([C:7]2([C:10]([N:12]3[CH2:16][CH2:15][CH2:14][CH2:13]3)=[O:11])[CH2:8][CH2:9]2)=[CH:6][CH:5]=1, predict the reactants needed to synthesize it. The reactants are: [C:1]1([C:7]2([C:10]([N:12]3[CH2:16][CH2:15][CH2:14][CH2:13]3)=[O:11])[CH2:9][CH2:8]2)[CH:6]=[CH:5][CH:4]=[CH:3][CH:2]=1.S(=O)(=O)(O)O.[I:22](O)(=O)(=O)=O.II.S(S([O-])=O)([O-])(=O)=O.[Na+].[Na+]. (5) Given the product [Cl:1][C:2]1[CH:3]=[C:4]2[C:5](=[CH:15][C:16]=1[Cl:17])[C:6](=[O:7])[N:8]([CH2:11][CH:12]([CH3:13])[CH3:14])[CH:9]2[OH:10], predict the reactants needed to synthesize it. The reactants are: [Cl:1][C:2]1[CH:3]=[C:4]2[C:9](=[O:10])[N:8]([CH2:11][CH:12]([CH3:14])[CH3:13])[C:6](=[O:7])[C:5]2=[CH:15][C:16]=1[Cl:17]. (6) Given the product [Cl:11][C:8]1[CH:9]=[CH:10][C:2]([Cl:1])=[C:3]2[C:7]=1[C:6](=[O:12])[N:5]([CH2:13][CH:14]([C:19](=[O:20])[CH3:24])[C:15]([O:17][CH3:18])=[O:16])[C:4]2=[O:25], predict the reactants needed to synthesize it. The reactants are: [Cl:1][C:2]1[CH:10]=[CH:9][C:8]([Cl:11])=[C:7]2[C:3]=1[C:4](=[O:25])[N:5]([CH2:13][CH:14]([C:19]1([CH3:24])OCC[O:20]1)[C:15]([O:17][CH3:18])=[O:16])[C:6]2=[O:12].O.C1(C)C=CC(S(O)(=O)=O)=CC=1. (7) Given the product [Cl:18][C:8]1[C:9]2[C:4](=[CH:3][C:2]([Cl:1])=[N:11][CH:10]=2)[CH:5]=[CH:6][N:7]=1, predict the reactants needed to synthesize it. The reactants are: [Cl:1][C:2]1[CH:3]=[C:4]2[C:9](=[CH:10][N:11]=1)[C:8](=O)[NH:7][CH:6]=[CH:5]2.C([O-])(O)=O.[Na+].[ClH:18]. (8) Given the product [Cl:1][C:2]1[C:3]2[S:10][C:9]([CH:21]=[O:22])=[CH:8][C:4]=2[N:5]=[CH:6][N:7]=1, predict the reactants needed to synthesize it. The reactants are: [Cl:1][C:2]1[C:3]2[S:10][CH:9]=[CH:8][C:4]=2[N:5]=[CH:6][N:7]=1.ClC1C=CN=C2C=C([CH:21]=[O:22])SC=12.